This data is from Full USPTO retrosynthesis dataset with 1.9M reactions from patents (1976-2016). The task is: Predict the reactants needed to synthesize the given product. (1) Given the product [Cl:1][C:2]1[CH:7]=[CH:6][C:5]([CH2:8][CH2:9][C:10]2[CH:11]=[CH:12][CH:13]=[CH:14][CH:15]=2)=[CH:4][C:3]=1[NH2:16], predict the reactants needed to synthesize it. The reactants are: [Cl:1][C:2]1[CH:7]=[CH:6][C:5](/[CH:8]=[CH:9]\[C:10]2[CH:15]=[CH:14][CH:13]=[CH:12][CH:11]=2)=[CH:4][C:3]=1[N+:16]([O-])=O.N1CCOCC1. (2) Given the product [C:2]([C:4]1[CH:5]=[C:6]([NH:10][C:11](=[O:18])[CH2:12][CH2:13][CH2:14][C:15]([NH:10][C:6]2[CH:7]=[CH:8][CH:9]=[C:4]([C:2](=[O:3])[CH3:1])[CH:5]=2)=[O:16])[CH:7]=[CH:8][CH:9]=1)(=[O:3])[CH3:1], predict the reactants needed to synthesize it. The reactants are: [CH3:1][C:2]([C:4]1[CH:9]=[CH:8][CH:7]=[C:6]([NH2:10])[CH:5]=1)=[O:3].[C:11](Cl)(=[O:18])[CH2:12][CH2:13][CH2:14][C:15](Cl)=[O:16]. (3) Given the product [CH:4]([C:5]1[O:9][CH:8]=[C:7]([B:14]([OH:19])[OH:15])[CH:6]=1)=[O:3], predict the reactants needed to synthesize it. The reactants are: C([O:3][CH:4](OCC)[C:5]1[O:9][CH:8]=[C:7](Br)[CH:6]=1)C.[B:14](OC(C)C)([O:19]C(C)C)[O:15]C(C)C.[Mg].CC(CC(C)=O)C. (4) Given the product [Cl:1][C:2]1[CH:11]=[C:10]([N:12]2[CH2:17][CH2:16][N:15]([CH3:18])[CH2:14][CH2:13]2)[CH:9]=[C:8]2[C:3]=1[C:4](=[O:29])[C:5]([C:21]1[CH:26]=[CH:25][C:24]([OH:27])=[CH:23][CH:22]=1)([CH3:20])[C:6](=[O:19])[NH:7]2, predict the reactants needed to synthesize it. The reactants are: [Cl:1][C:2]1[CH:11]=[C:10]([N:12]2[CH2:17][CH2:16][N:15]([CH3:18])[CH2:14][CH2:13]2)[CH:9]=[C:8]2[C:3]=1[C:4](=[O:29])[C:5]([C:21]1[CH:26]=[CH:25][C:24]([O:27]C)=[CH:23][CH:22]=1)([CH3:20])[C:6](=[O:19])[NH:7]2.B(Br)(Br)Br.CCCCCC.